This data is from Forward reaction prediction with 1.9M reactions from USPTO patents (1976-2016). The task is: Predict the product of the given reaction. (1) Given the reactants [C:1]([C:3]1([CH3:14])[CH2:6][N:5](C(OC(C)(C)C)=O)[CH2:4]1)#[N:2].[F:15][C:16]([F:21])([F:20])[C:17]([OH:19])=[O:18], predict the reaction product. The product is: [F:15][C:16]([F:21])([F:20])[C:17]([OH:19])=[O:18].[CH3:14][C:3]1([C:1]#[N:2])[CH2:6][NH:5][CH2:4]1. (2) Given the reactants Cl[CH2:2][C:3]1[C:12]2[C:7](=[CH:8][C:9]([O:13][CH2:14][C:15]3[CH:20]=[CH:19][CH:18]=[CH:17][CH:16]=3)=[CH:10][CH:11]=2)[O:6][C:5](=[O:21])[CH:4]=1.[N-:22]=[N+:23]=[N-:24].[Na+], predict the reaction product. The product is: [N:22]([CH2:2][C:3]1[C:12]2[C:7](=[CH:8][C:9]([O:13][CH2:14][C:15]3[CH:20]=[CH:19][CH:18]=[CH:17][CH:16]=3)=[CH:10][CH:11]=2)[O:6][C:5](=[O:21])[CH:4]=1)=[N+:23]=[N-:24]. (3) Given the reactants [CH2:1]([O:7][C:8]1[CH:17]=[CH:16][CH:15]=[CH:14][C:9]=1[O:10][CH2:11][CH2:12][NH2:13])[CH2:2][CH2:3][CH2:4][CH2:5][CH3:6].Cl[C:19]1[C:28]2[C:23](=[CH:24][CH:25]=[CH:26][CH:27]=2)[N:22]=[CH:21][N:20]=1, predict the reaction product. The product is: [CH2:1]([O:7][C:8]1[CH:17]=[CH:16][CH:15]=[CH:14][C:9]=1[O:10][CH2:11][CH2:12][NH:13][C:19]1[C:28]2[C:23](=[CH:24][CH:25]=[CH:26][CH:27]=2)[N:22]=[CH:21][N:20]=1)[CH2:2][CH2:3][CH2:4][CH2:5][CH3:6]. (4) The product is: [CH2:1]([O:3][C:4]([C:6]1[CH2:7][N:8]([C:47]([O:49][C:50]([CH3:51])([CH3:52])[CH3:53])=[O:48])[CH2:9][C:10]=1[C:11]1[CH:16]=[CH:15][CH:14]=[CH:13][CH:12]=1)=[O:5])[CH3:2]. Given the reactants [CH2:1]([O:3][C:4]([C:6]1[CH2:7][N:8](CC2C=CC=CC=2)[CH2:9][C:10]=1[C:11]1[CH:16]=[CH:15][CH:14]=[CH:13][CH:12]=1)=[O:5])[CH3:2].ClC(OC(Cl)C)=O.Cl.C(N(CC)CC)C.[C:47](O[C:47]([O:49][C:50]([CH3:53])([CH3:52])[CH3:51])=[O:48])([O:49][C:50]([CH3:53])([CH3:52])[CH3:51])=[O:48], predict the reaction product.